From a dataset of NCI-60 drug combinations with 297,098 pairs across 59 cell lines. Regression. Given two drug SMILES strings and cell line genomic features, predict the synergy score measuring deviation from expected non-interaction effect. Drug 1: CCC1=C2CN3C(=CC4=C(C3=O)COC(=O)C4(CC)O)C2=NC5=C1C=C(C=C5)O. Drug 2: CS(=O)(=O)OCCCCOS(=O)(=O)C. Cell line: OVCAR3. Synergy scores: CSS=24.6, Synergy_ZIP=-2.64, Synergy_Bliss=1.77, Synergy_Loewe=-30.0, Synergy_HSA=1.30.